This data is from Full USPTO retrosynthesis dataset with 1.9M reactions from patents (1976-2016). The task is: Predict the reactants needed to synthesize the given product. Given the product [NH2:1][CH:2]1[CH2:7][CH2:6][CH:5]([NH:8][C:9](=[O:10])[O:11][C:12]([CH3:15])([CH3:14])[CH3:13])[CH2:4][CH2:3]1, predict the reactants needed to synthesize it. The reactants are: [NH2:1][C@H:2]1[CH2:7][CH2:6][C@H:5]([NH2:8])[CH2:4][CH2:3]1.[C:9](O[C:9]([O:11][C:12]([CH3:15])([CH3:14])[CH3:13])=[O:10])([O:11][C:12]([CH3:15])([CH3:14])[CH3:13])=[O:10].